This data is from Full USPTO retrosynthesis dataset with 1.9M reactions from patents (1976-2016). The task is: Predict the reactants needed to synthesize the given product. (1) Given the product [OH:9][CH2:8][C:3]1[CH:4]=[N:5][CH:6]=[CH:7][C:2]=1[C:16]1[CH:17]=[C:12]([CH:13]=[CH:14][CH:15]=1)[C:10]#[N:11], predict the reactants needed to synthesize it. The reactants are: Br[C:2]1[CH:7]=[CH:6][N:5]=[CH:4][C:3]=1[CH2:8][OH:9].[C:10]([C:12]1[CH:13]=[C:14](B(O)O)[CH:15]=[CH:16][CH:17]=1)#[N:11].C([O-])([O-])=O.[Na+].[Na+]. (2) Given the product [CH3:12][C:7]([CH3:11])([CH2:6][S:21][C:18]1[CH:17]=[CH:16][C:15]([C:14]([F:13])([F:22])[F:23])=[CH:20][CH:19]=1)[C:8](=[O:10])[CH3:9], predict the reactants needed to synthesize it. The reactants are: CS(O[CH2:6][C:7]([CH3:12])([CH3:11])[C:8](=[O:10])[CH3:9])(=O)=O.[F:13][C:14]([F:23])([F:22])[C:15]1[CH:20]=[CH:19][C:18]([SH:21])=[CH:17][CH:16]=1.C([O-])([O-])=O.[K+].[K+]. (3) Given the product [NH2:24][C:12]1[CH:11]=[C:10]([CH:15]=[CH:14][C:13]=1[O:16][C:17]1[CH:22]=[CH:21][C:20]([OH:23])=[CH:19][CH:18]=1)[C:9]([NH:8][C:5]1[CH:6]=[CH:7][C:2]([Br:1])=[CH:3][CH:4]=1)=[O:27], predict the reactants needed to synthesize it. The reactants are: [Br:1][C:2]1[CH:7]=[CH:6][C:5]([NH:8][C:9](=[O:27])[C:10]2[CH:15]=[CH:14][C:13]([O:16][C:17]3[CH:22]=[CH:21][C:20]([OH:23])=[CH:19][CH:18]=3)=[C:12]([N+:24]([O-])=O)[CH:11]=2)=[CH:4][CH:3]=1.C(=O)([O-])[O-].[Na+].[Na+]. (4) Given the product [Cl:29][C:26]1[CH:25]=[CH:24][C:23]([NH:22][C:20]2[C:19]([F:30])=[CH:18][N:17]=[C:16]([NH:1][C:2]3[CH:3]=[CH:4][C:5]4[O:9][C:8]([C:10]([O:12][CH3:13])=[O:11])=[CH:7][C:6]=4[CH:14]=3)[N:21]=2)=[CH:28][CH:27]=1, predict the reactants needed to synthesize it. The reactants are: [NH2:1][C:2]1[CH:3]=[CH:4][C:5]2[O:9][C:8]([C:10]([O:12][CH3:13])=[O:11])=[CH:7][C:6]=2[CH:14]=1.Cl[C:16]1[N:21]=[C:20]([NH:22][C:23]2[CH:28]=[CH:27][C:26]([Cl:29])=[CH:25][CH:24]=2)[C:19]([F:30])=[CH:18][N:17]=1. (5) Given the product [CH3:22][O:21][C:19]1[C:20]2[C:2]3[N:26]=[CH:25][CH:24]=[CH:23][C:3]=3[C:4](=[O:5])[N:6]([CH2:7][O:8][CH3:9])[C:10]=2[CH:11]=[C:12]([C:13]([O:15][CH2:16][CH3:17])=[O:14])[CH:18]=1, predict the reactants needed to synthesize it. The reactants are: Cl[C:2]1[N:26]=[CH:25][CH:24]=[CH:23][C:3]=1[C:4]([N:6]([C:10]1[CH:11]=[C:12]([CH:18]=[C:19]([O:21][CH3:22])[CH:20]=1)[C:13]([O:15][CH2:16][CH3:17])=[O:14])[CH2:7][O:8][CH3:9])=[O:5].C(P(CCCC)CCCC)CCC.C(=O)([O-])[O-].[K+].[K+].O. (6) Given the product [OH:20][C@H:19]([CH2:46][O:44][C:43]1[CH:60]=[CH:59][CH:51]=[CH:49][CH:50]=1)[CH2:18][N:10]([C@@H:7]([CH2:6][C:5]1[CH:4]=[CH:3][C:2]([NH:1][C:31]([C:30]2[NH:66][CH:67]=[CH:68][CH:69]=2)=[O:37])=[CH:29][CH:28]=1)[CH2:8][OH:9])[C:11](=[O:17])[O:12][C:13]([CH3:16])([CH3:14])[CH3:15], predict the reactants needed to synthesize it. The reactants are: [NH2:1][C:2]1[CH:29]=[CH:28][C:5]([CH2:6][C@H:7]([N:10]([CH2:18][C@@H:19](C2C=CC=C(Cl)C=2)[OH:20])[C:11](=[O:17])[O:12][C:13]([CH3:16])([CH3:15])[CH3:14])[CH2:8][OH:9])=[CH:4][CH:3]=1.[CH3:30]/[C:31](/[O:37][Si](C)(C)C)=N\[Si](C)(C)C.[N-]=[C:43]=[O:44].N[C:46](N)=O.[CH:49](N(CC)C(C)C)([CH3:51])[CH3:50].F[C:59](F)(F)[C:60](O)=O.C[N:66]1C[CH2:69][CH2:68][C:67]1=O. (7) Given the product [F:1][C:2]1[C:3]([C:9]2[C:13]([Cl:14])=[C:12]([O:15][CH:16]([F:18])[F:17])[N:11]([CH3:19])[N:10]=2)=[N:4][CH:5]=[C:6]([CH3:22])[CH:7]=1, predict the reactants needed to synthesize it. The reactants are: [F:1][C:2]1[C:3]([C:9]2[C:13]([Cl:14])=[C:12]([O:15][CH:16]([F:18])[F:17])[N:11]([CH3:19])[N:10]=2)=[N:4][CH:5]=[C:6](Cl)[CH:7]=1.Cl.O1CCOC[CH2:22]1.